Dataset: Forward reaction prediction with 1.9M reactions from USPTO patents (1976-2016). Task: Predict the product of the given reaction. (1) Given the reactants [Cl-].O[NH3+:3].[C:4](=[O:7])([O-])[OH:5].[Na+].CS(C)=O.[CH2:13]([C:17]1[N:18]=[C:19]([CH3:48])[N:20]([CH2:39][C:40]2[C:45]([F:46])=[CH:44][CH:43]=[CH:42][C:41]=2[F:47])[C:21](=[O:38])[C:22]=1[CH2:23][C:24]1[CH:29]=[CH:28][C:27]([C:30]2[C:31]([C:36]#[N:37])=[CH:32][CH:33]=[CH:34][CH:35]=2)=[CH:26][CH:25]=1)[CH2:14][CH2:15][CH3:16], predict the reaction product. The product is: [CH2:13]([C:17]1[N:18]=[C:19]([CH3:48])[N:20]([CH2:39][C:40]2[C:45]([F:46])=[CH:44][CH:43]=[CH:42][C:41]=2[F:47])[C:21](=[O:38])[C:22]=1[CH2:23][C:24]1[CH:25]=[CH:26][C:27]([C:30]2[CH:35]=[CH:34][CH:33]=[CH:32][C:31]=2[C:36]2[NH:3][C:4](=[O:7])[O:5][N:37]=2)=[CH:28][CH:29]=1)[CH2:14][CH2:15][CH3:16]. (2) The product is: [F:33][C:32]([F:35])([F:34])[C:30]([OH:36])=[O:31].[NH2:22][CH2:21][CH2:20][CH2:19][CH:16]1[CH2:17][CH2:18][N:13]([C:10]2[C:11]3[S:12][C:4]([C:1]([NH2:2])=[O:3])=[CH:5][C:6]=3[N:7]=[CH:8][N:9]=2)[CH2:14][CH2:15]1. Given the reactants [C:1]([C:4]1[S:12][C:11]2[C:10]([N:13]3[CH2:18][CH2:17][CH:16]([CH2:19][CH2:20][CH2:21][NH:22]C(=O)OC(C)(C)C)[CH2:15][CH2:14]3)=[N:9][CH:8]=[N:7][C:6]=2[CH:5]=1)(=[O:3])[NH2:2].[C:30]([OH:36])([C:32]([F:35])([F:34])[F:33])=[O:31], predict the reaction product. (3) Given the reactants [CH3:1][O:2][C:3](=[O:14])[C:4]1[CH:9]=[CH:8][C:7]([OH:10])=[C:6]([N+:11]([O-:13])=[O:12])[CH:5]=1.[F:15][C:16]([F:29])([F:28])[S:17](O[S:17]([C:16]([F:29])([F:28])[F:15])(=[O:19])=[O:18])(=[O:19])=[O:18], predict the reaction product. The product is: [CH3:1][O:2][C:3](=[O:14])[C:4]1[CH:9]=[CH:8][C:7]([O:10][S:17]([C:16]([F:29])([F:28])[F:15])(=[O:19])=[O:18])=[C:6]([N+:11]([O-:13])=[O:12])[CH:5]=1. (4) Given the reactants [NH2:1][C:2]1[N:7]=[CH:6][C:5]([C:8]([OH:11])([CH3:10])[CH3:9])=[CH:4][CH:3]=1.[Br:12][CH2:13][C:14](=O)[C:15]([C:17]1[CH:22]=[CH:21][CH:20]=[CH:19][CH:18]=1)=[O:16], predict the reaction product. The product is: [BrH:12].[OH:11][C:8]([C:5]1[CH:4]=[CH:3][C:2]2[N:7]([CH:13]=[C:14]([C:15]([C:17]3[CH:22]=[CH:21][CH:20]=[CH:19][CH:18]=3)=[O:16])[N:1]=2)[CH:6]=1)([CH3:9])[CH3:10]. (5) The product is: [C:16]([C@H:12]1[O:13][C:14](=[O:15])[C@@:10]([C@H:8]2[CH2:7][C:6](=[O:30])[C@H:5]([OH:4])[CH2:9]2)([C:20]2[CH:21]=[CH:22][CH:23]=[CH:24][CH:25]=2)[O:11]1)([CH3:17])([CH3:18])[CH3:19]. Given the reactants C([O:4][C:5]1[CH2:9][C@H:8]([C@@:10]2([C:20]3[CH:25]=[CH:24][CH:23]=[CH:22][CH:21]=3)[C:14](=[O:15])[O:13][C@H:12]([C:16]([CH3:19])([CH3:18])[CH3:17])[O:11]2)[CH2:7][CH:6]=1)(=O)C.C[N+]1([O-])CC[O:30]CC1.S([O-])([O-])=O.[Na+].[Na+], predict the reaction product. (6) Given the reactants [F:1][C:2]1[CH:7]=[CH:6][C:5]([CH2:8]O)=[CH:4][C:3]=1[N+:10]([O-:12])=[O:11].P(Br)(Br)[Br:14], predict the reaction product. The product is: [Br:14][CH2:8][C:5]1[CH:6]=[CH:7][C:2]([F:1])=[C:3]([N+:10]([O-:12])=[O:11])[CH:4]=1.